This data is from Catalyst prediction with 721,799 reactions and 888 catalyst types from USPTO. The task is: Predict which catalyst facilitates the given reaction. The catalyst class is: 492. Reactant: [CH:1]1(/[CH:6]=[C:7](/B2OC(C)(C)C(C)(C)O2)\[CH2:8][OH:9])[CH2:5][CH2:4][CH2:3][CH2:2]1.Br[C:20]1[CH:21]=[C:22]([S:25]([CH3:28])(=[O:27])=[O:26])[S:23][CH:24]=1.[F-].[Cs+]. Product: [CH:1]1(/[CH:6]=[C:7](\[C:20]2[CH:21]=[C:22]([S:25]([CH3:28])(=[O:27])=[O:26])[S:23][CH:24]=2)/[CH2:8][OH:9])[CH2:2][CH2:3][CH2:4][CH2:5]1.